From a dataset of hERG potassium channel inhibition data for cardiac toxicity prediction from Karim et al.. Regression/Classification. Given a drug SMILES string, predict its toxicity properties. Task type varies by dataset: regression for continuous values (e.g., LD50, hERG inhibition percentage) or binary classification for toxic/non-toxic outcomes (e.g., AMES mutagenicity, cardiotoxicity, hepatotoxicity). Dataset: herg_karim. (1) The compound is CCN(CC)Cc1ccc2c(c1)CC[C@H](N1CCN(CCc3cccc(C(F)(F)F)c3)CC1=O)C2. The result is 1 (blocker). (2) The molecule is CCOC(=O)C1CN(S(=O)(=O)c2cc3cc(Cl)ccc3[nH]2)CC(=O)N1Cc1ccc(C(=N)N(C)C)cc1. The result is 1 (blocker). (3) The drug is C[C@@H]1NC(c2cc(C#N)ccn2)=N[C@]1(c1ccc(F)cc1)c1ccc(F)nc1. The result is 0 (non-blocker). (4) The compound is COc1cc(N2C(=O)N(c3ccc(-c4ccc(C(=O)O)cc4F)cc3)C(=O)C23CCN(Cc2ncccc2C)CC3)ncn1. The result is 0 (non-blocker). (5) The molecule is Cc1cc(OCCN2CCOCC2)nn1-c1ccc2ccccc2c1. The result is 0 (non-blocker). (6) The drug is O=C(O)C[C@H]1CC[C@@H](Oc2ccc(NC(=O)c3nnc(Nc4ccc(F)c(F)c4)o3)cn2)CC1. The result is 0 (non-blocker). (7) The drug is C#CC1(O)CCC(N2CC(NC(=O)CNc3nn(C)c4ccc(C(F)(F)F)cc34)C2)CC1. The result is 0 (non-blocker). (8) The molecule is CCOC(=O)N1CCN(Cc2nc(-c3cccc(Cl)c3)no2)CC1. The result is 0 (non-blocker). (9) The drug is Cc1nc([C@]2(c3cnn(C)c3)N[C@@H](c3nc(-c4ccccc4)c[nH]3)Cc3c2[nH]c2ccccc32)no1. The result is 1 (blocker). (10) The drug is CS(=O)(=O)c1ccc2c(c1)N(CCN1CCC(NCc3ccc4c(n3)NC(=O)CO4)CC1)C(=O)CO2. The result is 0 (non-blocker).